The task is: Predict the reactants needed to synthesize the given product.. This data is from Full USPTO retrosynthesis dataset with 1.9M reactions from patents (1976-2016). (1) Given the product [S:1]1[C:5]2[CH:6]=[CH:7][CH:8]=[CH:9][C:4]=2[N:3]=[C:2]1[O:10][C:11]1[CH:12]=[CH:13][C:14]([CH2:17][CH2:18][N:19]([CH:30]([CH3:32])[CH3:29])[CH2:20][CH2:21][CH2:22][N:23]2[CH2:27][CH2:26][CH2:25][C:24]2=[O:28])=[CH:15][CH:16]=1, predict the reactants needed to synthesize it. The reactants are: [S:1]1[C:5]2[CH:6]=[CH:7][CH:8]=[CH:9][C:4]=2[N:3]=[C:2]1[O:10][C:11]1[CH:16]=[CH:15][C:14]([CH2:17][CH2:18][NH:19][CH2:20][CH2:21][CH2:22][N:23]2[CH2:27][CH2:26][CH2:25][C:24]2=[O:28])=[CH:13][CH:12]=1.[CH3:29][C:30]([CH3:32])=O.[BH-](OC(C)=O)(OC(C)=O)OC(C)=O.[Na+]. (2) Given the product [ClH:7].[CH3:1][O:2][CH2:3][CH2:4][C:5](=[NH:6])[O:10][CH2:8][CH3:9], predict the reactants needed to synthesize it. The reactants are: [CH3:1][O:2][CH2:3][CH2:4][C:5]#[N:6].[ClH:7].[CH2:8]([OH:10])[CH3:9]. (3) Given the product [N:1]1([CH2:14][CH2:15][CH2:16][N:17]2[CH:21]=[C:20]([C:22]3[CH:23]=[C:24]([OH:32])[C:25]([OH:31])=[C:26]([N+:28]([O-:30])=[O:29])[CH:27]=3)[C:19]([C:34]3[CH:39]=[C:38]([OH:40])[C:37]([OH:41])=[C:36]([N+:42]([O-:44])=[O:43])[CH:35]=3)=[CH:18]2)[CH2:13][CH2:12][CH2:11][CH2:10][CH2:9][CH2:8][CH2:7][CH2:6][CH2:5][CH2:4][CH2:3][CH2:2]1, predict the reactants needed to synthesize it. The reactants are: [N:1]1([CH2:14][CH2:15][CH2:16][N:17]2[CH:21]=[C:20]([C:22]3[CH:27]=[C:26]([N+:28]([O-:30])=[O:29])[C:25]([OH:31])=[C:24]([O:32]C)[CH:23]=3)[C:19]([C:34]3[CH:39]=[C:38]([OH:40])[C:37]([OH:41])=[C:36]([N+:42]([O-:44])=[O:43])[CH:35]=3)=[CH:18]2)[CH2:13][CH2:12][CH2:11][CH2:10][CH2:9][CH2:8][CH2:7][CH2:6][CH2:5][CH2:4][CH2:3][CH2:2]1.B(Br)(Br)Br. (4) The reactants are: [N:1]1[CH:6]=[CH:5][CH:4]=[N:3][C:2]=1[N:7]1[CH2:16][CH2:15][C:14]2[C:9](=[C:10]([C:17]([O:19]C)=[O:18])[CH:11]=[CH:12][CH:13]=2)[CH2:8]1.[OH-].[Na+].Cl. Given the product [N:1]1[CH:6]=[CH:5][CH:4]=[N:3][C:2]=1[N:7]1[CH2:16][CH2:15][C:14]2[C:9](=[C:10]([C:17]([OH:19])=[O:18])[CH:11]=[CH:12][CH:13]=2)[CH2:8]1, predict the reactants needed to synthesize it. (5) Given the product [Cl:27][C:10]1[C:11]2[CH:3]([CH2:1][CH3:2])[S:4][CH2:5][C:6]=2[N:7]=[CH:8][N:9]=1, predict the reactants needed to synthesize it. The reactants are: [CH2:1]([CH:3]1[C:11]2[C:10](O)=[N:9][CH:8]=[N:7][C:6]=2[CH2:5][S:4]1)[CH3:2].C(C1SC2C(O)=NC=NC=2C1)C.O=P(Cl)(Cl)[Cl:27]. (6) Given the product [Cl:1][C:2]1[CH:28]=[CH:27][CH:26]=[C:25]([C:29]([F:32])([F:31])[F:30])[C:3]=1[C:4]([N:6]1[C:14]2[C:9](=[CH:10][CH:11]=[CH:12][CH:13]=2)[C:8]([C:15]2[CH:23]=[CH:22][C:21]([C:20]([O:19][CH2:18][C:35]3[CH:40]=[CH:39][CH:38]=[CH:37][CH:36]=3)=[O:24])=[C:17]([CH2:45][OH:46])[CH:16]=2)=[N:7]1)=[O:5], predict the reactants needed to synthesize it. The reactants are: [Cl:1][C:2]1[CH:28]=[CH:27][CH:26]=[C:25]([C:29]([F:32])([F:31])[F:30])[C:3]=1[C:4]([N:6]1[C:14]2[C:9](=[CH:10][CH:11]=[CH:12][CH:13]=2)[C:8]([C:15]2[CH:16]=[C:17]3[C:21](=[CH:22][CH:23]=2)[C:20](=[O:24])[O:19][CH2:18]3)=[N:7]1)=[O:5].[Li+].[OH-].[CH:35]1[CH:40]=[CH:39][C:38](CBr)=[CH:37][CH:36]=1.C1C[O:46][CH2:45]C1.